This data is from Reaction yield outcomes from USPTO patents with 853,638 reactions. The task is: Predict the reaction yield, written as a fraction of the theoretical maximum amount of product (1.0 means a 100% yield; for example, 0.34 means a 34% yield). (1) The reactants are [NH2:1][C:2]1[CH:10]=[CH:9][C:5]([C:6]([OH:8])=O)=[CH:4][N:3]=1.[CH:11]([NH2:14])([CH3:13])[CH3:12].C(P(O)(=O)O)CC.C(N(CC)CC)C.C(=O)(O)[O-].[Na+]. The catalyst is C(Cl)(Cl)Cl. The product is [NH2:1][C:2]1[CH:10]=[CH:9][C:5]([C:6]([NH:14][CH:11]([CH3:13])[CH3:12])=[O:8])=[CH:4][N:3]=1. The yield is 0.0800. (2) The reactants are [CH:1]1[CH:6]=[CH:5][CH:4]=[CH:3][CH:2]=1.[CH3:7]O.[Si]([CH:13]=[N+:14]=[N-])(C)(C)C.[C:16]([OH:22])([C:18](F)(F)F)=[O:17].[CH3:23][C:24](O)=O. The catalyst is O=[Pt]=O.C(Cl)Cl. The product is [NH2:14][C:13]1[CH:24]=[CH:23][C:2]2[CH2:3][CH2:4][CH2:5][CH2:6][C:1]=2[C:18]=1[C:16]([O:22][CH3:7])=[O:17]. The yield is 0.910. (3) The reactants are [OH:1][N:2]=[C:3]([C:10]1[N:14]([CH3:15])[N:13]=[N:12][N:11]=1)[C:4]1[CH:9]=[CH:8][CH:7]=[CH:6][CH:5]=1.C1CN2C(=NCCC2)C1.[Br:25][C:26]1[S:27][CH:28]=[C:29]([CH:31](Br)C)[N:30]=1. The catalyst is CC#N. The product is [Br:25][C:26]1[S:27][CH:28]=[C:29]([CH2:31][O:1][N:2]=[C:3]([C:10]2[N:14]([CH3:15])[N:13]=[N:12][N:11]=2)[C:4]2[CH:5]=[CH:6][CH:7]=[CH:8][CH:9]=2)[N:30]=1. The yield is 0.790.